This data is from Catalyst prediction with 721,799 reactions and 888 catalyst types from USPTO. The task is: Predict which catalyst facilitates the given reaction. (1) Reactant: Br[C:2]1[C:3]([C:14]2[S:15][CH:16]=[C:17]([C:19]([F:22])([F:21])[F:20])[N:18]=2)=[CH:4][C:5]([NH:8][C:9]([NH:11][CH2:12][CH3:13])=[O:10])=[N:6][CH:7]=1.C(=O)([O-])[O-].[Cs+].[Cs+].CC1(C)C(C)(C)OB([C:37]2[CH:38]=[N:39][CH:40]=[C:41]([CH:44]=2)[C:42]#[N:43])O1. Product: [C:42]([C:41]1[CH:44]=[C:37]([C:2]2[CH:7]=[N:6][C:5]([NH:8][C:9]([NH:11][CH2:12][CH3:13])=[O:10])=[CH:4][C:3]=2[C:14]2[S:15][CH:16]=[C:17]([C:19]([F:22])([F:21])[F:20])[N:18]=2)[CH:38]=[N:39][CH:40]=1)#[N:43]. The catalyst class is: 73. (2) Reactant: [OH-].[Na+].[CH3:3][N:4]([CH3:39])[C@H:5]1[CH2:10][CH2:9][C@H:8]([N:11]([CH2:36][CH2:37][CH3:38])[C:12]2[C:13]([CH3:35])=[C:14]([C:31]([O:33]C)=[O:32])[CH:15]=[C:16]([C:18]3[CH:23]=[CH:22][C:21]([CH2:24][N:25]4[CH2:30][CH2:29][O:28][CH2:27][CH2:26]4)=[CH:20][CH:19]=3)[CH:17]=2)[CH2:7][CH2:6]1. Product: [CH3:39][N:4]([CH3:3])[C@H:5]1[CH2:6][CH2:7][C@H:8]([N:11]([CH2:36][CH2:37][CH3:38])[C:12]2[C:13]([CH3:35])=[C:14]([C:31]([OH:33])=[O:32])[CH:15]=[C:16]([C:18]3[CH:19]=[CH:20][C:21]([CH2:24][N:25]4[CH2:30][CH2:29][O:28][CH2:27][CH2:26]4)=[CH:22][CH:23]=3)[CH:17]=2)[CH2:9][CH2:10]1. The catalyst class is: 14.